This data is from Forward reaction prediction with 1.9M reactions from USPTO patents (1976-2016). The task is: Predict the product of the given reaction. Given the reactants [N:1]1([CH:6]([CH3:12])C(OCC)=O)[CH:5]=[CH:4][N:3]=[N:2]1.[H-].[Al+3].[Li+].[H-].[H-].[H-].[OH-].[Na+].C1C[O:24][CH2:23]C1, predict the reaction product. The product is: [N:1]1([CH2:6][CH2:12][CH2:23][OH:24])[CH:5]=[CH:4][N:3]=[N:2]1.